Dataset: NCI-60 drug combinations with 297,098 pairs across 59 cell lines. Task: Regression. Given two drug SMILES strings and cell line genomic features, predict the synergy score measuring deviation from expected non-interaction effect. Drug 1: CN1C2=C(C=C(C=C2)N(CCCl)CCCl)N=C1CCCC(=O)O.Cl. Drug 2: COCCOC1=C(C=C2C(=C1)C(=NC=N2)NC3=CC=CC(=C3)C#C)OCCOC.Cl. Cell line: COLO 205. Synergy scores: CSS=-2.53, Synergy_ZIP=1.56, Synergy_Bliss=-1.02, Synergy_Loewe=-0.946, Synergy_HSA=-1.71.